This data is from Full USPTO retrosynthesis dataset with 1.9M reactions from patents (1976-2016). The task is: Predict the reactants needed to synthesize the given product. (1) The reactants are: [C:1]1([CH:7]([C:26]2[CH:31]=[CH:30][CH:29]=[CH:28][CH:27]=2)[N:8]2[C:16]3[C:11](=[CH:12][CH:13]=[CH:14][CH:15]=3)[CH:10]([C:17]3[CH:22]=[C:21]([F:23])[CH:20]=[CH:19][C:18]=3[OH:24])[C:9]2=[O:25])[CH:6]=[CH:5][CH:4]=[CH:3][CH:2]=1.[C:32]1(C(C2C=CC=CC=2)N2C3C(=CC=CC=3)C(C3C=C(C)C(OC)=CC=3O)C2=O)C=CC=CC=1. Given the product [C:26]1([CH:7]([C:1]2[CH:2]=[CH:3][CH:4]=[CH:5][CH:6]=2)[N:8]2[C:16]3[C:11](=[CH:12][CH:13]=[CH:14][CH:15]=3)[C:10]3([C:17]4[CH:22]=[C:21]([F:23])[CH:20]=[CH:19][C:18]=4[O:24][CH2:32]3)[C:9]2=[O:25])[CH:31]=[CH:30][CH:29]=[CH:28][CH:27]=1, predict the reactants needed to synthesize it. (2) Given the product [CH3:32][O:31][C:21]1[CH:20]=[C:19]([NH:17][C:15]2[N:16]=[C:3]3[N:4]([C:5]([O:8][CH2:9][C:10]([F:11])([F:13])[F:12])=[N:6][CH:7]=[C:2]3[CH3:1])[N:14]=2)[CH:24]=[CH:23][C:22]=1[N:25]1[CH:29]=[C:28]([CH3:30])[N:27]=[CH:26]1, predict the reactants needed to synthesize it. The reactants are: [CH3:1][C:2]1[C:3]2[N:4]([N:14]=[C:15]([NH2:17])[N:16]=2)[C:5]([O:8][CH2:9][C:10]([F:13])([F:12])[F:11])=[N:6][CH:7]=1.Br[C:19]1[CH:24]=[CH:23][C:22]([N:25]2[CH:29]=[C:28]([CH3:30])[N:27]=[CH:26]2)=[C:21]([O:31][CH3:32])[CH:20]=1.C(Cl)Cl. (3) Given the product [C:32]([N:1]1[C:9]2[C:4](=[CH:5][CH:6]=[CH:7][CH:8]=2)[C@@:3]2([C:21]3[C:12](=[CH:13][C:14]4[O:19][CH2:18][CH2:17][O:16][C:15]=4[CH:20]=3)[O:11][CH2:10]2)[C:2]1=[O:22])([CH2:33][CH3:34])([CH3:23])[CH3:31], predict the reactants needed to synthesize it. The reactants are: [NH:1]1[C:9]2[C:4](=[CH:5][CH:6]=[CH:7][CH:8]=2)[C@@:3]2([C:21]3[C:12](=[CH:13][C:14]4[O:19][CH2:18][CH2:17][O:16][C:15]=4[CH:20]=3)[O:11][CH2:10]2)[C:2]1=[O:22].[C:23](=O)([O-])[O-].[Cs+].[Cs+].BrC[CH2:31][CH2:32][CH2:33][CH3:34]. (4) Given the product [CH3:12][N:10]1[CH:11]=[C:7]2[O:6][C:26]3([CH2:27][CH2:28][NH:23][CH2:24][CH2:25]3)[CH2:14][C:13](=[O:15])[C:8]2=[N:9]1, predict the reactants needed to synthesize it. The reactants are: N1CCCC1.[OH:6][C:7]1[C:8]([C:13](=[O:15])[CH3:14])=[N:9][N:10]([CH3:12])[CH:11]=1.C([N:23]1[CH2:28][CH2:27][CH2:26][CH2:25][C:24]1=O)(OC(C)(C)C)=O.